Dataset: Forward reaction prediction with 1.9M reactions from USPTO patents (1976-2016). Task: Predict the product of the given reaction. (1) Given the reactants [S:1]1[CH:5]=[CH:4][C:3]([CH:6]2[O:10][CH2:9][CH2:8][O:7]2)=[CH:2]1.C([Li])CCC.[Br:16]C(C(Br)(F)F)(F)F, predict the reaction product. The product is: [Br:16][C:2]1[S:1][CH:5]=[CH:4][C:3]=1[CH:6]1[O:10][CH2:9][CH2:8][O:7]1. (2) Given the reactants CC(OC)(C)C.[CH3:7][OH:8].[C:9]([C:11]1[CH:16]=[CH:15][C:14]([C@@H:17]2[C:22](C#N)=[C:21]([CH3:25])[N:20]([C:26]3[CH:31]=[CH:30][CH:29]=[C:28]([C:32]([F:35])([F:34])[F:33])[CH:27]=3)C(=O)[N:18]2S(C2CC2)(=O)=O)=[C:13]([S:43]([CH3:46])(=[O:45])=[O:44])[CH:12]=1)#[N:10].[CH3:47][OH:48].[C:49](#[N:51])C.CC(OC)(C)C, predict the reaction product. The product is: [CH3:49][N:51]1[C:7](=[O:8])[C:22]2[C@@H:17]([C:14]3[CH:15]=[CH:16][C:11]([C:9]#[N:10])=[CH:12][C:13]=3[S:43]([CH3:46])(=[O:45])=[O:44])[NH:18][C:47](=[O:48])[N:20]([C:26]3[CH:31]=[CH:30][CH:29]=[C:28]([C:32]([F:35])([F:34])[F:33])[CH:27]=3)[C:21]=2[CH2:25]1. (3) Given the reactants [NH2:1][C:2]1[CH:7]=[CH:6][CH:5]=[CH:4][CH:3]=1.C(N(CC)CC)C.[Cl:15][CH2:16][C:17](Cl)=[O:18], predict the reaction product. The product is: [Cl:15][CH2:16][C:17]([NH:1][C:2]1[CH:7]=[CH:6][CH:5]=[CH:4][CH:3]=1)=[O:18]. (4) Given the reactants [F:1][C:2]1[CH:7]=[C:6]([N:8]2[CH:13]=[CH:12][CH:11]=[CH:10][C:9]2=[O:14])[CH:5]=[CH:4][C:3]=1[N:15]1[C:19](=[O:20])[CH2:18][CH:17](C(O)=O)[CH2:16]1.C1C=CC(P(N=[N+]=[N-])(C2C=CC=CC=2)=[O:31])=CC=1.[C:41]([OH:45])([CH3:44])([CH3:43])[CH3:42].C([N:48]([CH2:51]C)CC)C, predict the reaction product. The product is: [F:1][C:2]1[CH:7]=[C:6]([N:8]2[CH:13]=[CH:12][CH:11]=[CH:10][C:9]2=[O:14])[CH:5]=[CH:4][C:3]=1[N:15]1[C:19](=[O:20])[CH2:18][CH:17]([NH:48][C:51](=[O:31])[O:45][C:41]([CH3:44])([CH3:43])[CH3:42])[CH2:16]1. (5) Given the reactants [OH-].[K+].O.C([O:6][C:7](=[O:19])[C:8]([O:11][C:12]1[CH:17]=[CH:16][CH:15]=[C:14]([F:18])[CH:13]=1)([CH3:10])[CH3:9])C.Cl, predict the reaction product. The product is: [F:18][C:14]1[CH:13]=[C:12]([CH:17]=[CH:16][CH:15]=1)[O:11][C:8]([CH3:10])([CH3:9])[C:7]([OH:19])=[O:6]. (6) The product is: [Cl:1][C:2]1[CH:21]=[C:20]([O:22][CH3:23])[CH:19]=[CH:18][C:3]=1[O:4][C:5]1[S:6][C:7]([C:10]2[CH:14]=[C:13]([CH:15]([NH:17][C:31](=[O:33])[CH3:32])[CH3:16])[O:12][N:11]=2)=[CH:8][N:9]=1. Given the reactants [Cl:1][C:2]1[CH:21]=[C:20]([O:22][CH3:23])[CH:19]=[CH:18][C:3]=1[O:4][C:5]1[S:6][C:7]([C:10]2[CH:14]=[C:13]([CH:15]([NH2:17])[CH3:16])[O:12][N:11]=2)=[CH:8][N:9]=1.C(N(CC)CC)C.[C:31](OC(=O)C)(=[O:33])[CH3:32], predict the reaction product.